From a dataset of Forward reaction prediction with 1.9M reactions from USPTO patents (1976-2016). Predict the product of the given reaction. (1) The product is: [Br:11][C:6]1[C:7]([NH2:10])=[N:8][O:9][C:5]=1[C:1]([CH3:4])([CH3:3])[CH3:2]. Given the reactants [C:1]([C:5]1[O:9][N:8]=[C:7]([NH2:10])[CH:6]=1)([CH3:4])([CH3:3])[CH3:2].[Br:11]N1C(=O)CCC1=O, predict the reaction product. (2) Given the reactants [CH2:1]([N:4]1[CH2:9][CH2:8][N:7]([Si:10]([CH3:13])([CH3:12])[CH3:11])[CH2:6][CH2:5]1)[CH:2]=[CH2:3].[CH2:14]([O:16][SiH:17]([O:21][CH2:22][CH3:23])[O:18][CH2:19][CH3:20])[CH3:15], predict the reaction product. The product is: [CH2:14]([O:16][Si:17]([O:21][CH2:22][CH3:23])([O:18][CH2:19][CH3:20])[CH2:3][CH2:2][CH2:1][N:4]1[CH2:9][CH2:8][N:7]([Si:10]([CH3:11])([CH3:13])[CH3:12])[CH2:6][CH2:5]1)[CH3:15]. (3) Given the reactants Cl.[Cl:2][C:3]1[C:4]([F:28])=[C:5]([CH:25]=[CH:26][CH:27]=1)[NH:6][C:7]1[C:16]2[C:11](=[CH:12][C:13]([O:23][CH3:24])=[C:14]([O:17][C@@H:18]3[CH2:22][CH2:21][NH:20][CH2:19]3)[CH:15]=2)[N:10]=[CH:9][N:8]=1.C([O:32][CH2:33][C:34](Cl)=[O:35])(=O)C, predict the reaction product. The product is: [Cl:2][C:3]1[C:4]([F:28])=[C:5]([CH:25]=[CH:26][CH:27]=1)[NH:6][C:7]1[C:16]2[C:11](=[CH:12][C:13]([O:23][CH3:24])=[C:14]([O:17][C@@H:18]3[CH2:22][CH2:21][N:20]([C:33](=[O:32])[CH2:34][OH:35])[CH2:19]3)[CH:15]=2)[N:10]=[CH:9][N:8]=1. (4) Given the reactants [Br:1][C:2]1[C:10]2[C:5](=[CH:6][CH:7]=[CH:8][CH:9]=2)[NH:4][N:3]=1.C(N(CC)CC)C.[F:18][C:19]([F:31])([F:30])[C:20]1[CH:25]=[CH:24][CH:23]=[CH:22][C:21]=1[S:26](Cl)(=[O:28])=[O:27], predict the reaction product. The product is: [Br:1][C:2]1[C:10]2[C:5](=[CH:6][CH:7]=[CH:8][CH:9]=2)[N:4]([S:26]([C:21]2[CH:22]=[CH:23][CH:24]=[CH:25][C:20]=2[C:19]([F:18])([F:30])[F:31])(=[O:28])=[O:27])[N:3]=1. (5) Given the reactants Cl[C:2]1[C:7]([C:8]#[N:9])=[C:6]([C:10]2[CH:15]=[CH:14][C:13]([O:16][CH2:17][CH2:18][OH:19])=[CH:12][CH:11]=2)[C:5]([C:20]#[N:21])=[C:4]([S:22][CH2:23][C:24]2[N:25]=[C:26]([C:29]3[CH:34]=[CH:33][C:32]([Cl:35])=[CH:31][CH:30]=3)[S:27][CH:28]=2)[N:3]=1.[NH:36]1[CH2:40][CH2:39][CH2:38][CH2:37]1.O, predict the reaction product. The product is: [Cl:35][C:32]1[CH:31]=[CH:30][C:29]([C:26]2[S:27][CH:28]=[C:24]([CH2:23][S:22][C:4]3[C:5]([C:20]#[N:21])=[C:6]([C:10]4[CH:15]=[CH:14][C:13]([O:16][CH2:17][CH2:18][OH:19])=[CH:12][CH:11]=4)[C:7]([C:8]#[N:9])=[C:2]([N:36]4[CH2:40][CH2:39][CH2:38][CH2:37]4)[N:3]=3)[N:25]=2)=[CH:34][CH:33]=1. (6) Given the reactants [NH2:1][C@H:2]1[CH2:7][CH2:6][CH2:5][CH2:4][C@H:3]1[NH:8][C:9]1[N:10]=[CH:11][C:12]2[C:18](=[O:19])[NH:17][CH:16]=[C:15]([C:20]3[C:28]4[C:23](=[CH:24][C:25]([C:29]([F:32])([F:31])[F:30])=[CH:26][CH:27]=4)[N:22](S(C4C=CC(C)=CC=4)(=O)=O)[CH:21]=3)[C:13]=2[N:14]=1.[OH-].[Na+], predict the reaction product. The product is: [NH2:1][C@H:2]1[CH2:7][CH2:6][CH2:5][CH2:4][C@H:3]1[NH:8][C:9]1[N:10]=[CH:11][C:12]2[C:18](=[O:19])[NH:17][CH:16]=[C:15]([C:20]3[C:28]4[C:23](=[CH:24][C:25]([C:29]([F:30])([F:32])[F:31])=[CH:26][CH:27]=4)[NH:22][CH:21]=3)[C:13]=2[N:14]=1. (7) Given the reactants [CH3:1][O:2][C:3]1[CH:4]=[C:5]([N:13]=[C:14]=[S:15])[CH:6]=[C:7]([O:11][CH3:12])[C:8]=1[O:9][CH3:10].[N:16]#[C:17][NH2:18].O(C(C)(C)C)[K].Cl.Cl[CH2:27][C:28]1[CH:33]=[CH:32][CH:31]=[CH:30][N:29]=1.C([Li])CCC, predict the reaction product. The product is: [N:29]1[CH:30]=[CH:31][CH:32]=[CH:33][C:28]=1[C:27]1[S:15][C:14]([NH:13][C:5]2[CH:4]=[C:3]([O:2][CH3:1])[C:8]([O:9][CH3:10])=[C:7]([O:11][CH3:12])[CH:6]=2)=[N:16][C:17]=1[NH2:18].